Dataset: Catalyst prediction with 721,799 reactions and 888 catalyst types from USPTO. Task: Predict which catalyst facilitates the given reaction. Product: [C:11]([O:10][C:8]([N:5]1[CH2:6][CH2:7][C@H:3]([CH2:2][NH:1][C:16](=[O:17])[O:18][CH2:19][C:20]2[CH:25]=[CH:24][CH:23]=[CH:22][CH:21]=2)[CH2:4]1)=[O:9])([CH3:14])([CH3:13])[CH3:12]. The catalyst class is: 1. Reactant: [NH2:1][CH2:2][C@H:3]1[CH2:7][CH2:6][N:5]([C:8]([O:10][C:11]([CH3:14])([CH3:13])[CH3:12])=[O:9])[CH2:4]1.Cl[C:16]([O:18][CH2:19][C:20]1[CH:25]=[CH:24][CH:23]=[CH:22][CH:21]=1)=[O:17].C(N(CC)CC)C.